From a dataset of Peptide-MHC class I binding affinity with 185,985 pairs from IEDB/IMGT. Regression. Given a peptide amino acid sequence and an MHC pseudo amino acid sequence, predict their binding affinity value. This is MHC class I binding data. The peptide sequence is KGHLPLLDK. The MHC is HLA-B27:05 with pseudo-sequence HLA-B27:05. The binding affinity (normalized) is 0.0847.